From a dataset of Forward reaction prediction with 1.9M reactions from USPTO patents (1976-2016). Predict the product of the given reaction. Given the reactants [CH2:1]([O:8][C:9]([N:11]([CH:28]([C:30]1[CH:35]=[C:34]([F:36])[C:33](Br)=[CH:32][C:31]=1[F:38])[CH3:29])[CH2:12][CH2:13][NH:14][CH:15]1[CH2:20][CH2:19][N:18]([C:21]([O:23][C:24]([CH3:27])([CH3:26])[CH3:25])=[O:22])[CH2:17][CH2:16]1)=[O:10])[C:2]1[CH:7]=[CH:6][CH:5]=[CH:4][CH:3]=1.[CH3:39][S:40]([O-:42])=[O:41].[Na+].C1(N)CCCCC1N, predict the reaction product. The product is: [CH2:1]([O:8][C:9]([N:11]([CH:28]([C:30]1[CH:35]=[C:34]([F:36])[C:33]([S:40]([CH3:39])(=[O:42])=[O:41])=[CH:32][C:31]=1[F:38])[CH3:29])[CH2:12][CH2:13][NH:14][CH:15]1[CH2:20][CH2:19][N:18]([C:21]([O:23][C:24]([CH3:27])([CH3:26])[CH3:25])=[O:22])[CH2:17][CH2:16]1)=[O:10])[C:2]1[CH:7]=[CH:6][CH:5]=[CH:4][CH:3]=1.